This data is from Forward reaction prediction with 1.9M reactions from USPTO patents (1976-2016). The task is: Predict the product of the given reaction. (1) Given the reactants [N:1]1([CH2:7][CH2:8][O:9][C:10]2[CH:17]=[C:16]([C:18]([F:21])([F:20])[F:19])[CH:15]=[CH:14][C:11]=2[C:12]#[N:13])[CH2:6][CH2:5][O:4][CH2:3][CH2:2]1.N, predict the reaction product. The product is: [N:1]1([CH2:7][CH2:8][O:9][C:10]2[CH:17]=[C:16]([C:18]([F:20])([F:19])[F:21])[CH:15]=[CH:14][C:11]=2[CH2:12][NH2:13])[CH2:6][CH2:5][O:4][CH2:3][CH2:2]1. (2) Given the reactants [CH2:1]([C:3]1[N:4]=[C:5]([CH3:8])[S:6][CH:7]=1)[CH3:2].C([Li])CCC.[C:14](OCC)(=[O:16])[CH3:15], predict the reaction product. The product is: [CH2:1]([C:3]1[N:4]=[C:5]([CH2:8][C:14]([CH3:15])=[O:16])[S:6][CH:7]=1)[CH3:2]. (3) Given the reactants [Br:1][C:2]1[CH:3]=[C:4](I)[CH:5]=[CH:6][CH:7]=1.[C:9]1([C:43]2[CH:48]=[CH:47][CH:46]=[CH:45][CH:44]=2)[CH:14]=[CH:13][CH:12]=[C:11]([C:15]2[CH:39]=[C:38](B(O)O)[C:18]3[S:19][C:20]4[CH:25]=[CH:24][C:23]([C:26]5[CH:27]=[C:28]([C:32]6[CH:37]=[CH:36][CH:35]=[CH:34][CH:33]=6)[CH:29]=[CH:30][CH:31]=5)=[CH:22][C:21]=4[C:17]=3[CH:16]=2)[CH:10]=1.C1(C)C=CC=CC=1P(C1C=CC=CC=1C)C1C=CC=CC=1C.C(=O)([O-])[O-].[K+].[K+], predict the reaction product. The product is: [Br:1][C:2]1[CH:3]=[C:4]([C:25]2[C:20]3[S:19][C:18]4[CH:38]=[CH:39][C:15]([C:11]5[CH:10]=[C:9]([C:43]6[CH:48]=[CH:47][CH:46]=[CH:45][CH:44]=6)[CH:14]=[CH:13][CH:12]=5)=[CH:16][C:17]=4[C:21]=3[CH:22]=[C:23]([C:26]3[CH:27]=[C:28]([C:32]4[CH:37]=[CH:36][CH:35]=[CH:34][CH:33]=4)[CH:29]=[CH:30][CH:31]=3)[CH:24]=2)[CH:5]=[CH:6][CH:7]=1. (4) Given the reactants [F:1][C:2]1[CH:3]=[C:4]([NH2:10])[C:5]([NH2:9])=[CH:6][C:7]=1[F:8].[O:11]=[CH:12][C:13](OCC)=O, predict the reaction product. The product is: [F:1][C:2]1[CH:3]=[C:4]2[C:5](=[CH:6][C:7]=1[F:8])[NH:9][C:12](=[O:11])[CH:13]=[N:10]2. (5) Given the reactants [OH:1][C:2]1[CH:3]=[N:4][CH:5]=[CH:6][CH:7]=1.CS([C:12]1[N:17]=[C:16]([O:18][C:19]([CH3:22])([CH3:21])[CH3:20])[CH:15]=[C:14]([O:23][C:24]([CH3:27])([CH3:26])[CH3:25])[N:13]=1)(=O)=O.C([O-])([O-])=O.[K+].[K+].O, predict the reaction product. The product is: [C:24]([O:23][C:14]1[CH:15]=[C:16]([O:18][C:19]([CH3:22])([CH3:21])[CH3:20])[N:17]=[C:12]([O:1][C:2]2[CH:3]=[N:4][CH:5]=[CH:6][CH:7]=2)[N:13]=1)([CH3:27])([CH3:26])[CH3:25]. (6) Given the reactants [Cl:1][C:2]1[N:7]=[C:6]([NH:8][C@H:9]2[CH2:14][CH2:13][CH2:12][C@@H:11](C(O)=O)[CH2:10]2)[C:5]([F:18])=[CH:4][N:3]=1.N(P([O:31][C:32]1C=CC=CC=1)(OC1C=CC=CC=1)=O)=[N+]=[N-].C([N:40](CC)CC)C.[NH:45]1[CH2:49][CH2:48][CH2:47][CH2:46]1, predict the reaction product. The product is: [Cl:1][C:2]1[N:7]=[C:6]([NH:8][C@H:9]2[CH2:14][CH2:13][CH2:12][C@@H:11]([NH:40][C:32]([N:45]3[CH2:49][CH2:48][CH2:47][CH2:46]3)=[O:31])[CH2:10]2)[C:5]([F:18])=[CH:4][N:3]=1. (7) Given the reactants C([O:3][C:4](=[O:22])[C:5]1[CH:10]=[CH:9][C:8]([O:11][CH2:12][CH2:13][NH:14][C:15]([O:17][C:18]([CH3:21])([CH3:20])[CH3:19])=[O:16])=[CH:7][CH:6]=1)C.O[Li].O, predict the reaction product. The product is: [C:18]([O:17][C:15]([NH:14][CH2:13][CH2:12][O:11][C:8]1[CH:9]=[CH:10][C:5]([C:4]([OH:22])=[O:3])=[CH:6][CH:7]=1)=[O:16])([CH3:21])([CH3:19])[CH3:20]. (8) Given the reactants [C:1]([C:5]1[CH:6]=[C:7]([N+:15]([O-:17])=[O:16])[C:8]([O:13][CH3:14])=[C:9]([CH:12]=1)[CH:10]=[O:11])([CH3:4])([CH3:3])[CH3:2].C[Si](C)(C)[C:20]([F:23])([F:22])[F:21].[F-].C([N+](CCCC)(CCCC)CCCC)CCC.Cl, predict the reaction product. The product is: [C:1]([C:5]1[CH:6]=[C:7]([N+:15]([O-:17])=[O:16])[C:8]([O:13][CH3:14])=[C:9]([CH:10]([OH:11])[C:20]([F:23])([F:22])[F:21])[CH:12]=1)([CH3:4])([CH3:2])[CH3:3]. (9) Given the reactants [Cl:1][C:2]1[N:7]=[CH:6][C:5]2[C:8](I)=[N:9][N:10]([C:11]([C:24]3[CH:29]=[CH:28][CH:27]=[CH:26][CH:25]=3)([C:18]3[CH:23]=[CH:22][CH:21]=[CH:20][CH:19]=3)[C:12]3[CH:17]=[CH:16][CH:15]=[CH:14][CH:13]=3)[C:4]=2[CH:3]=1.[NH:31]1CCC[C@H:32]1C(O)=O.C(=O)([O-])[O-].[K+].[K+].Cl.CN.[OH-].[NH4+], predict the reaction product. The product is: [Cl:1][C:2]1[N:7]=[CH:6][C:5]2[C:8]([NH:31][CH3:32])=[N:9][N:10]([C:11]([C:24]3[CH:29]=[CH:28][CH:27]=[CH:26][CH:25]=3)([C:18]3[CH:23]=[CH:22][CH:21]=[CH:20][CH:19]=3)[C:12]3[CH:17]=[CH:16][CH:15]=[CH:14][CH:13]=3)[C:4]=2[CH:3]=1.